The task is: Predict the reactants needed to synthesize the given product.. This data is from Full USPTO retrosynthesis dataset with 1.9M reactions from patents (1976-2016). (1) Given the product [ClH:49].[ClH:49].[CH3:1][C:2]1[CH:11]=[CH:10][C:9]2[C:4](=[CH:5][CH:6]=[CH:7][C:8]=2[N:12]2[CH2:13][CH2:14][N:15]([CH2:18][CH2:19][C:20]3[CH:29]=[CH:28][CH:27]=[C:26]4[C:21]=3[CH:22]=[CH:23][C:24]3[N:25]4[CH:30]=[N:31][C:32]=3[C:33]([NH2:42])=[O:35])[CH2:16][CH2:17]2)[N:3]=1, predict the reactants needed to synthesize it. The reactants are: [CH3:1][C:2]1[CH:11]=[CH:10][C:9]2[C:4](=[CH:5][CH:6]=[CH:7][C:8]=2[N:12]2[CH2:17][CH2:16][N:15]([CH2:18][CH2:19][C:20]3[CH:29]=[CH:28][CH:27]=[C:26]4[C:21]=3[CH:22]=[CH:23][C:24]3[N:25]4[CH:30]=[N:31][C:32]=3[C:33]([O:35]CC)=O)[CH2:14][CH2:13]2)[N:3]=1.[OH-].[K+].C[Si](C)(C)[NH:42][Si](C)(C)C.[ClH:49]. (2) Given the product [CH:36]1([NH:31][C:32]([NH:1][C:2]2[CH:3]=[C:4]([C:8]3[C:16]4[C:11](=[CH:12][CH:13]=[CH:14][CH:15]=4)[N:10]([CH2:17][C:18]4[CH:23]=[CH:22][CH:21]=[C:20]([O:24][CH3:25])[CH:19]=4)[C:9]=3[C:26]([O:28][CH2:29][CH3:30])=[O:27])[CH:5]=[CH:6][CH:7]=2)=[O:38])[CH2:34][CH2:35]1, predict the reactants needed to synthesize it. The reactants are: [NH2:1][C:2]1[CH:3]=[C:4]([C:8]2[C:16]3[C:11](=[CH:12][CH:13]=[CH:14][CH:15]=3)[N:10]([CH2:17][C:18]3[CH:23]=[CH:22][CH:21]=[C:20]([O:24][CH3:25])[CH:19]=3)[C:9]=2[C:26]([O:28][CH2:29][CH3:30])=[O:27])[CH:5]=[CH:6][CH:7]=1.[N:31]1[CH:36]=[CH:35][CH:34]=C[CH:32]=1.C(Cl)(Cl)=[O:38].C1(N)CC1.Cl.